Dataset: Full USPTO retrosynthesis dataset with 1.9M reactions from patents (1976-2016). Task: Predict the reactants needed to synthesize the given product. (1) Given the product [Cl:27][CH2:26][CH2:25][O:16][C:13]1[CH:14]=[CH:15][C:10]([C:7]2[O:8][CH:9]=[C:5]([CH2:4][C:3]([O:2][CH3:1])=[O:17])[N:6]=2)=[CH:11][CH:12]=1, predict the reactants needed to synthesize it. The reactants are: [CH3:1][O:2][C:3](=[O:17])[CH2:4][C:5]1[N:6]=[C:7]([C:10]2[CH:15]=[CH:14][C:13]([OH:16])=[CH:12][CH:11]=2)[O:8][CH:9]=1.C(=O)([O-])[O-].[K+].[K+].Br[CH2:25][CH2:26][Cl:27]. (2) Given the product [CH2:13]([C:12]1[C:6]2[C:7](=[CH:11][C:3]([O:2][CH3:1])=[CH:4][CH:5]=2)[C:8](=[O:9])[NH:23][N:22]=1)[C:14]1[CH:19]=[CH:18][CH:17]=[CH:16][CH:15]=1, predict the reactants needed to synthesize it. The reactants are: [CH3:1][O:2][C:3]1[CH:4]=[CH:5][C:6]([C:12](=O)[CH2:13][C:14]2[CH:19]=[CH:18][CH:17]=[CH:16][CH:15]=2)=[C:7]([CH:11]=1)[C:8](O)=[O:9].O.[NH2:22][NH2:23].